The task is: Predict the reactants needed to synthesize the given product.. This data is from Full USPTO retrosynthesis dataset with 1.9M reactions from patents (1976-2016). (1) The reactants are: Cl.Cl.[NH2:3][CH2:4][CH2:5][CH2:6][CH2:7][CH2:8][CH2:9][CH2:10][CH2:11][CH2:12][N:13]1[CH2:18][CH2:17][CH:16]([O:19][C:20](=[O:34])[NH:21][C:22]2[CH:27]=[CH:26][CH:25]=[CH:24][C:23]=2[C:28]2[CH:33]=[CH:32][CH:31]=[CH:30][CH:29]=2)[CH2:15][CH2:14]1.[OH:35][C:36]1[CH:43]=[CH:42][C:41]([F:44])=[CH:40][C:37]=1[CH:38]=O. Given the product [OH:35][C:36]1[CH:43]=[CH:42][C:41]([F:44])=[CH:40][C:37]=1[CH2:38][NH:3][CH2:4][CH2:5][CH2:6][CH2:7][CH2:8][CH2:9][CH2:10][CH2:11][CH2:12][N:13]1[CH2:18][CH2:17][CH:16]([O:19][C:20](=[O:34])[NH:21][C:22]2[CH:27]=[CH:26][CH:25]=[CH:24][C:23]=2[C:28]2[CH:33]=[CH:32][CH:31]=[CH:30][CH:29]=2)[CH2:15][CH2:14]1, predict the reactants needed to synthesize it. (2) Given the product [CH:24]1([CH2:23][C:17]([F:26])([F:16])[C:18]([O:20][CH2:21][CH3:22])=[O:19])[CH2:1][CH2:25]1, predict the reactants needed to synthesize it. The reactants are: [CH2:1]([Zn]CC)C.FC(F)(F)C(O)=O.ICI.[F:16][C:17]([F:26])([CH2:23][CH:24]=[CH2:25])[C:18]([O:20][CH2:21][CH3:22])=[O:19]. (3) Given the product [Cl:17][C:16]1[C:2]([Cl:1])=[CH:3][C:4]2[NH:8][C:7]([C:9]3([C:10]([F:13])([F:11])[F:12])[O:21][CH2:20][CH2:19][CH2:22][O:14]3)=[N:6][C:5]=2[CH:15]=1, predict the reactants needed to synthesize it. The reactants are: [Cl:1][C:2]1[C:16]([Cl:17])=[CH:15][C:5]2[NH:6][C:7]([C:9](=[O:14])[C:10]([F:13])([F:12])[F:11])=[N:8][C:4]=2[CH:3]=1.Cl[CH2:19][CH2:20][OH:21].[C:22](=O)([O-])[O-].[K+].[K+].